This data is from Catalyst prediction with 721,799 reactions and 888 catalyst types from USPTO. The task is: Predict which catalyst facilitates the given reaction. (1) Reactant: [Cl:1][C:2]1[C:7]([Cl:8])=[CH:6][CH:5]=[CH:4][C:3]=1[CH2:9][CH:10]([CH3:24])[CH2:11][CH:12]([N:19]1[CH:23]=[N:22][CH:21]=[N:20]1)[C:13](=[O:18])[C:14]([CH3:17])([CH3:16])[CH3:15].[BH4-].[Na+].[Cl-].[NH4+]. Product: [Cl:1][C:2]1[C:7]([Cl:8])=[CH:6][CH:5]=[CH:4][C:3]=1[CH2:9][CH:10]([CH3:24])[CH2:11][CH:12]([N:19]1[CH:23]=[N:22][CH:21]=[N:20]1)[CH:13]([OH:18])[C:14]([CH3:15])([CH3:16])[CH3:17]. The catalyst class is: 5. (2) Reactant: [CH:1]1([CH2:4][O:5][C:6]2[C:11]([O:12][CH3:13])=[CH:10][CH:9]=[CH:8][C:7]=2/[CH:14]=[CH:15]/[C:16](/[OH:27])=[CH:17]/[C:18]([C:20]2[CH:25]=[CH:24][CH:23]=[CH:22][C:21]=2O)=[O:19])[CH2:3][CH2:2]1.O.C1(C)C=CC(S(O)(=O)=O)=CC=1.O. Product: [CH:1]1([CH2:4][O:5][C:6]2[C:11]([O:12][CH3:13])=[CH:10][CH:9]=[CH:8][C:7]=2/[CH:14]=[CH:15]/[C:16]2[O:27][C:21]3[C:20]([C:18](=[O:19])[CH:17]=2)=[CH:25][CH:24]=[CH:23][CH:22]=3)[CH2:2][CH2:3]1. The catalyst class is: 16. (3) Product: [O:8]([C:5]1[CH:6]=[CH:7][C:2](=[O:17])[NH:3][N:4]=1)[C:9]1[CH:14]=[CH:13][CH:12]=[CH:11][CH:10]=1. The catalyst class is: 86. Reactant: Cl[C:2]1[N:3]=[N:4][C:5]([O:8][C:9]2[CH:14]=[CH:13][CH:12]=[CH:11][CH:10]=2)=[CH:6][CH:7]=1.C([O-])(=[O:17])C.[Na+].[OH-].[Na+]. (4) Reactant: [CH3:1][O:2][C:3]1[CH:4]=[C:5]([O:12][CH2:13][C@H:14]2[CH2:18][CH2:17][CH2:16][N:15]2[C:19]([C@H:21]2[CH2:26][CH2:25][C@H:24]([C:27]([F:30])([F:29])[F:28])[CH2:23][CH2:22]2)=[O:20])[C:6]([C:9]([O-:11])=[O:10])=[N:7][CH:8]=1.[OH-].[Na+].O.C(OCC)C. Product: [CH3:1][O:2][C:3]1[CH:4]=[C:5]([O:12][CH2:13][C@H:14]2[CH2:18][CH2:17][CH2:16][N:15]2[C:19]([C@H:21]2[CH2:26][CH2:25][C@H:24]([C:27]([F:30])([F:28])[F:29])[CH2:23][CH2:22]2)=[O:20])[C:6]([C:9]([OH:11])=[O:10])=[N:7][CH:8]=1. The catalyst class is: 7. (5) Reactant: [F:1][C:2]([F:11])([F:10])[C:3]1[CH:4]=[C:5]([OH:9])[CH:6]=[CH:7][CH:8]=1.[H-].[Na+].[I:14]I.Cl. Product: [I:14][C:6]1[CH:7]=[CH:8][C:3]([C:2]([F:10])([F:11])[F:1])=[CH:4][C:5]=1[OH:9]. The catalyst class is: 11. (6) Reactant: O[CH:2]=[C:3]1[C:11]2[C:6](=[CH:7][C:8]([C:12]([C:14]3[CH:15]=[C:16]([NH:20][C:21]([C:23]4[N:24]([CH:28]([CH3:30])[CH3:29])[N:25]=[CH:26][CH:27]=4)=[O:22])[CH:17]=[CH:18][CH:19]=3)=[O:13])=[CH:9][CH:10]=2)[NH:5][C:4]1=[O:31].C1COCC1.[CH3:37][N:38]1[CH2:43][CH2:42][N:41]([C:44]2[CH:49]=[CH:48][C:47]([NH2:50])=[CH:46][CH:45]=2)[CH2:40][CH2:39]1. Product: [CH3:37][N:38]1[CH2:39][CH2:40][N:41]([C:44]2[CH:49]=[CH:48][C:47]([NH:50][CH:2]=[C:3]3[C:11]4[C:6](=[CH:7][C:8]([C:12]([C:14]5[CH:15]=[C:16]([NH:20][C:21]([C:23]6[N:24]([CH:28]([CH3:29])[CH3:30])[N:25]=[CH:26][CH:27]=6)=[O:22])[CH:17]=[CH:18][CH:19]=5)=[O:13])=[CH:9][CH:10]=4)[NH:5][C:4]3=[O:31])=[CH:46][CH:45]=2)[CH2:42][CH2:43]1. The catalyst class is: 521.